From a dataset of Peptide-MHC class II binding affinity with 134,281 pairs from IEDB. Regression. Given a peptide amino acid sequence and an MHC pseudo amino acid sequence, predict their binding affinity value. This is MHC class II binding data. (1) The peptide sequence is KVAATAANAAPANDK. The MHC is HLA-DPA10201-DPB10501 with pseudo-sequence HLA-DPA10201-DPB10501. The binding affinity (normalized) is 0.227. (2) The peptide sequence is VSTFSSGLVWGQKYF. The MHC is HLA-DPA10201-DPB10501 with pseudo-sequence HLA-DPA10201-DPB10501. The binding affinity (normalized) is 0.282.